This data is from Forward reaction prediction with 1.9M reactions from USPTO patents (1976-2016). The task is: Predict the product of the given reaction. (1) Given the reactants [Cl:1][C:2]1[CH:7]=[CH:6][C:5]([C:8]2[S:16][C:15]3[C:14](=[O:17])[N:13]([C:18]4[CH:23]=[CH:22][C:21]([N:24]5[CH2:28][CH2:27][C@@H:26]([OH:29])[CH2:25]5)=[C:20]([O:30][CH3:31])[CH:19]=4)[CH:12]=[N:11][C:10]=3[CH:9]=2)=[CH:4][CH:3]=1.[C:32](Cl)(=[O:34])[CH3:33], predict the reaction product. The product is: [C:32]([O:29][C@@H:26]1[CH2:27][CH2:28][N:24]([C:21]2[CH:22]=[CH:23][C:18]([N:13]3[C:14](=[O:17])[C:15]4[S:16][C:8]([C:5]5[CH:6]=[CH:7][C:2]([Cl:1])=[CH:3][CH:4]=5)=[CH:9][C:10]=4[N:11]=[CH:12]3)=[CH:19][C:20]=2[O:30][CH3:31])[CH2:25]1)(=[O:34])[CH3:33]. (2) Given the reactants [O:1]1[CH2:6][CH2:5][CH2:4][CH2:3][CH:2]1[O:7][NH:8][C:9]([C:11]1[CH:12]=[C:13]2[C:18](=[CH:19][CH:20]=1)[CH2:17][NH:16][CH2:15][CH2:14]2)=[O:10].[CH:21]1([C:25](O)=[O:26])[CH2:24][CH2:23][CH2:22]1.C1C=CC2N(O)N=NC=2C=1.C(Cl)CCl, predict the reaction product. The product is: [CH:21]1([C:25]([N:16]2[CH2:15][CH2:14][C:13]3[C:18](=[CH:19][CH:20]=[C:11]([C:9]([NH:8][O:7][CH:2]4[CH2:3][CH2:4][CH2:5][CH2:6][O:1]4)=[O:10])[CH:12]=3)[CH2:17]2)=[O:26])[CH2:24][CH2:23][CH2:22]1. (3) Given the reactants [CH2:1]([C:8]1[CH:17]=[C:16]2[C:11]([C:12]([OH:31])=[C:13]([C:26]([O:28]CC)=O)[C:14](=[O:25])[N:15]2[CH2:18][C:19]2[N:20]([CH3:24])[CH:21]=[CH:22][N:23]=2)=[N:10][CH:9]=1)[C:2]1[CH:7]=[CH:6][CH:5]=[CH:4][CH:3]=1.[CH:32]1([NH2:35])[CH2:34][CH2:33]1, predict the reaction product. The product is: [CH2:1]([C:8]1[CH:17]=[C:16]2[C:11]([C:12]([OH:31])=[C:13]([C:26]([NH:35][CH:32]3[CH2:34][CH2:33]3)=[O:28])[C:14](=[O:25])[N:15]2[CH2:18][C:19]2[N:20]([CH3:24])[CH:21]=[CH:22][N:23]=2)=[N:10][CH:9]=1)[C:2]1[CH:7]=[CH:6][CH:5]=[CH:4][CH:3]=1. (4) Given the reactants [F:1][CH:2]([F:36])[CH2:3][N:4]([C:21]1[CH:22]=[N:23][CH:24]=[CH:25][C:26]=1[C:27]1[CH:32]=[CH:31][C:30](F)=[CH:29][C:28]=1OC)C(=O)C1C=C(C(F)(F)F)N=C(C(F)(F)F)C=1.[F:37]C1C=CC=CC=1B(O)O, predict the reaction product. The product is: [F:1][CH:2]([F:36])[CH2:3][NH:4][C:21]1[CH:22]=[N:23][CH:24]=[CH:25][C:26]=1[C:27]1[CH:32]=[CH:31][CH:30]=[CH:29][C:28]=1[F:37].